Dataset: Reaction yield outcomes from USPTO patents with 853,638 reactions. Task: Predict the reaction yield, written as a fraction of the theoretical maximum amount of product (1.0 means a 100% yield; for example, 0.34 means a 34% yield). (1) The reactants are Cl.[NH2:2][OH:3].[Cl:4][C:5]1[CH:6]=[C:7]([NH:11][C:12]2[N:17]=[C:16]([C:18]3[CH:23]=[CH:22][N:21]=[C:20]([C:24](=O)[CH3:25])[CH:19]=3)[CH:15]=[CH:14][N:13]=2)[CH:8]=[CH:9][CH:10]=1.ClC1C=C(NC2N=C(C3C=CN=C(C#N)C=3)C=CN=2)C=CC=1. The catalyst is N1C=CC=CC=1. The product is [Cl:4][C:5]1[CH:6]=[C:7]([NH:11][C:12]2[N:17]=[C:16]([C:18]3[CH:23]=[CH:22][N:21]=[C:20]([C:24](=[N:2][OH:3])[CH3:25])[CH:19]=3)[CH:15]=[CH:14][N:13]=2)[CH:8]=[CH:9][CH:10]=1. The yield is 0.753. (2) The reactants are [NH2:1][CH:2]([C:7]1[CH:12]=[C:11]([F:13])[CH:10]=[CH:9][C:8]=1[N+:14]([O-])=O)[CH2:3][C:4]([OH:6])=[O:5].Cl. The catalyst is [OH-].[Na+].O.NN.[Ni]. The product is [F:13][C:11]1[CH:12]=[C:7]2[C:8](=[CH:9][CH:10]=1)[NH:14][N:1]=[C:2]2[CH2:3][C:4]([OH:6])=[O:5]. The yield is 0.0860. (3) The reactants are [CH2:1]([O:3][C:4]([C:6]1[CH:7]=[N:8][C:9]2[C:14]([C:15]=1Cl)=[CH:13][C:12]([C:17]#[N:18])=[CH:11][CH:10]=2)=[O:5])[CH3:2].Cl.[Cl:20][C:21]1[CH:22]=[C:23]([CH:26]=[CH:27][C:28]=1[O:29][CH3:30])[CH2:24][NH2:25].C(N(C(C)C)CC)(C)C.O. The catalyst is C(O)CC. The product is [CH2:1]([O:3][C:4]([C:6]1[CH:7]=[N:8][C:9]2[C:14]([C:15]=1[NH:25][CH2:24][C:23]1[CH:26]=[CH:27][C:28]([O:29][CH3:30])=[C:21]([Cl:20])[CH:22]=1)=[CH:13][C:12]([C:17]#[N:18])=[CH:11][CH:10]=2)=[O:5])[CH3:2]. The yield is 0.970. (4) The product is [ClH:33].[ClH:38].[Cl:33][C:30]1[CH:29]=[CH:28][C:27]([CH2:26][O:25][C:22]2[CH:23]=[CH:24][N:19]([C:15]3[CH:16]=[CH:17][C:18]4[C:10]5[CH2:9][NH:8][CH2:37][CH2:36][C:11]=5[N:12]([CH3:35])[C:13]=4[CH:14]=3)[C:20](=[O:34])[CH:21]=2)=[CH:32][CH:31]=1. The catalyst is CO.CCOCC. The yield is 0.710. The reactants are C(OC([N:8]1[CH2:37][CH2:36][C:11]2[N:12]([CH3:35])[C:13]3[CH:14]=[C:15]([N:19]4[CH:24]=[CH:23][C:22]([O:25][CH2:26][C:27]5[CH:32]=[CH:31][C:30]([Cl:33])=[CH:29][CH:28]=5)=[CH:21][C:20]4=[O:34])[CH:16]=[CH:17][C:18]=3[C:10]=2[CH2:9]1)=O)(C)(C)C.[ClH:38]. (5) No catalyst specified. The product is [S:1]1[C:5]2[CH:6]=[CH:7][CH:8]=[CH:9][C:4]=2[N:3]=[C:2]1[S:10][CH2:11][C:12]([N:22]1[C:23]2[C:18](=[CH:17][C:16]([CH3:15])=[CH:25][CH:24]=2)[CH2:19][CH2:20][CH2:21]1)=[O:14]. The reactants are [S:1]1[C:5]2[CH:6]=[CH:7][CH:8]=[CH:9][C:4]=2[N:3]=[C:2]1[S:10][CH2:11][C:12]([OH:14])=O.[CH3:15][C:16]1[CH:17]=[C:18]2[C:23](=[CH:24][CH:25]=1)[NH:22][CH2:21][CH2:20][CH2:19]2. The yield is 0.850. (6) The reactants are [C@@H:1]1([N:10]2[CH:17]=[CH:16][C:14](=[O:15])[NH:13][C:11]2=[O:12])[O:9][C@H:6]([CH2:7][OH:8])[C@@H:4]([OH:5])[C@H:2]1[OH:3].C(=O)(OC1C=CC=CC=1)OC1C=CC=CC=1.CN(C)P(=O)(N(C)C)N(C)C. The catalyst is C([O-])(O)=O.[Na+].O. The product is [C@@H:1]1([N:10]2[CH:17]=[CH:16][C:14](=[O:15])[NH:13][C:11]2=[O:12])[O:9][C@H:6]([CH2:7][OH:8])[C@@H:4]([OH:5])[C@@H:2]1[OH:3]. The yield is 0.840.